Dataset: Rat liver microsome stability data. Task: Regression/Classification. Given a drug SMILES string, predict its absorption, distribution, metabolism, or excretion properties. Task type varies by dataset: regression for continuous measurements (e.g., permeability, clearance, half-life) or binary classification for categorical outcomes (e.g., BBB penetration, CYP inhibition). Dataset: rlm. (1) The molecule is C[C@@H](Oc1cc(-c2cnn(C)c2)cc2ncsc12)[C@H]1CNC(=O)C1. The result is 0 (unstable in rat liver microsomes). (2) The drug is O=S(=O)(Nc1nccs1)c1ccc(NCc2cccc(Cl)c2O)cc1. The result is 1 (stable in rat liver microsomes). (3) The molecule is Fc1ccc(Nc2nc(-c3ccnc(N4CCCCC4)c3)nc3ccccc23)cc1F. The result is 1 (stable in rat liver microsomes). (4) The result is 1 (stable in rat liver microsomes). The molecule is COc1ccc2c(c1)O/C(=C\c1ccc(OCCN3CCCCC3)cc1)C2=O. (5) The molecule is O=C(N[C@H]1CN2CCC1CC2)c1ccc(Cl)cc1. The result is 0 (unstable in rat liver microsomes). (6) The compound is CN1CCC(NC(=O)c2cnc(NCc3cc(Cl)ccc3Cl)nc2NC2CCNCC2)CC1. The result is 0 (unstable in rat liver microsomes). (7) The compound is COc1cccc(CNc2ccc(S(=O)(=O)Nc3cccc(N4CCNCC4)c3)cc2)c1O. The result is 0 (unstable in rat liver microsomes).